From a dataset of Forward reaction prediction with 1.9M reactions from USPTO patents (1976-2016). Predict the product of the given reaction. (1) Given the reactants CO[CH:3](OC)[CH2:4][CH:5](OC)OC.Cl.[C:13]([NH:17][NH2:18])([CH3:16])([CH3:15])[CH3:14].Cl.O, predict the reaction product. The product is: [C:13]([N:17]1[CH:5]=[CH:4][CH:3]=[N:18]1)([CH3:16])([CH3:15])[CH3:14]. (2) Given the reactants [C:1]12([C:11]3[CH:21]=[CH:20][C:14]([O:15][CH2:16][C:17](O)=[O:18])=[C:13]([CH3:22])[CH:12]=3)[CH2:10][CH:5]3[CH2:6][CH:7]([CH2:9][CH:3]([CH2:4]3)[CH2:2]1)[CH2:8]2.[CH3:23][N:24]1[CH2:29][CH2:28][NH:27][CH2:26][CH2:25]1, predict the reaction product. The product is: [C:1]12([C:11]3[CH:21]=[CH:20][C:14]([O:15][CH2:16][C:17]([N:27]4[CH2:28][CH2:29][N:24]([CH3:23])[CH2:25][CH2:26]4)=[O:18])=[C:13]([CH3:22])[CH:12]=3)[CH2:8][CH:7]3[CH2:6][CH:5]([CH2:4][CH:3]([CH2:9]3)[CH2:2]1)[CH2:10]2. (3) Given the reactants [CH3:1][N:2]1[CH:6]=[CH:5][N:4]=[N:3]1.C([Li])CCC.[CH3:12][N:13]1[C:17]([CH:18]=[O:19])=[CH:16][N:15]=[CH:14]1, predict the reaction product. The product is: [CH3:1][N:2]1[C:6]([CH:18]([C:17]2[N:13]([CH3:12])[CH:14]=[N:15][CH:16]=2)[OH:19])=[CH:5][N:4]=[N:3]1. (4) Given the reactants C[O:2][C:3](=[O:26])[C:4]1[CH:9]=[CH:8][CH:7]=[C:6]([S:10](=[O:25])(=[O:24])[NH:11][CH2:12][C:13]2([C:17]([O:19][C:20]([CH3:23])([CH3:22])[CH3:21])=[O:18])[CH2:16][CH2:15][CH2:14]2)[CH:5]=1.[OH-].[Na+], predict the reaction product. The product is: [C:20]([O:19][C:17]([C:13]1([CH2:12][NH:11][S:10]([C:6]2[CH:5]=[C:4]([CH:9]=[CH:8][CH:7]=2)[C:3]([OH:26])=[O:2])(=[O:25])=[O:24])[CH2:14][CH2:15][CH2:16]1)=[O:18])([CH3:23])([CH3:21])[CH3:22]. (5) Given the reactants CC1(C)C(C)(C)OB([C:9]2[CH:10]=[C:11]3[C:15](=[CH:16][CH:17]=2)[C@@H:14]([NH:18][C:19]([C:21]2([NH:24][C:25](=[O:30])[C:26]([F:29])([F:28])[F:27])[CH2:23][CH2:22]2)=[O:20])[CH2:13][CH2:12]3)O1.Br[C:33]1[CH:38]=[C:37]([Cl:39])[CH:36]=[C:35]([F:40])[C:34]=1[C:41]1[N:45]=[C:44]([CH3:46])[O:43][N:42]=1.C(=O)([O-])[O-].[Na+].[Na+], predict the reaction product. The product is: [Cl:39][C:37]1[CH:36]=[C:35]([F:40])[C:34]([C:41]2[N:45]=[C:44]([CH3:46])[O:43][N:42]=2)=[C:33]([C:9]2[CH:10]=[C:11]3[C:15](=[CH:16][CH:17]=2)[C@@H:14]([NH:18][C:19]([C:21]2([NH:24][C:25](=[O:30])[C:26]([F:28])([F:29])[F:27])[CH2:23][CH2:22]2)=[O:20])[CH2:13][CH2:12]3)[CH:38]=1.